From a dataset of Full USPTO retrosynthesis dataset with 1.9M reactions from patents (1976-2016). Predict the reactants needed to synthesize the given product. (1) Given the product [Cl:1][C:2]1[CH:3]=[C:4]([NH:8][C:9]2[CH:14]=[C:13]([NH:15][C:16]3[CH:17]=[C:18]([CH:26]=[CH:27][CH:28]=3)[C:19]([OH:21])=[O:20])[N:12]3[N:29]=[CH:30][C:31]([CH:32]=[C:33]4[C:37](=[O:38])[NH:36][C:35](=[O:39])[NH:34]4)=[C:11]3[N:10]=2)[CH:5]=[CH:6][CH:7]=1, predict the reactants needed to synthesize it. The reactants are: [Cl:1][C:2]1[CH:3]=[C:4]([NH:8][C:9]2[CH:14]=[C:13]([NH:15][C:16]3[CH:17]=[C:18]([CH:26]=[CH:27][CH:28]=3)[C:19]([O:21]C(C)(C)C)=[O:20])[N:12]3[N:29]=[CH:30][C:31]([CH:32]=[C:33]4[C:37](=[O:38])[NH:36][C:35](=[O:39])[NH:34]4)=[C:11]3[N:10]=2)[CH:5]=[CH:6][CH:7]=1. (2) Given the product [F:25][C:8]1[CH:9]=[C:10]([N:13]2[CH2:17][C@H:16]([CH2:18][N:19]3[CH:23]=[CH:22][N:21]=[N:20]3)[O:15][C:14]2=[O:24])[CH:11]=[CH:12][C:7]=1[C:4]1[CH2:5][CH2:6][S:1](=[O:27])[CH2:2][CH:3]=1, predict the reactants needed to synthesize it. The reactants are: [S:1]1[CH2:6][CH:5]=[C:4]([C:7]2[CH:12]=[CH:11][C:10]([N:13]3[CH2:17][C@H:16]([CH2:18][N:19]4[CH:23]=[CH:22][N:21]=[N:20]4)[O:15][C:14]3=[O:24])=[CH:9][C:8]=2[F:25])[CH2:3][CH2:2]1.I([O-])(=O)(=O)=[O:27].[Na+]. (3) Given the product [F:10][C:11]1[CH:34]=[C:33]([F:35])[C:14]2[NH:15][C:16]([C:18]3[C:30]4[C:29]5[C:24](=[CH:25][CH:26]=[CH:27][CH:28]=5)[CH:23]([NH2:31])[C:22]=4[CH:21]=[CH:20][CH:19]=3)=[N:17][C:13]=2[CH:12]=1, predict the reactants needed to synthesize it. The reactants are: [H][H].C(OC(C)C)(C)C.[F:10][C:11]1[CH:34]=[C:33]([F:35])[C:14]2[NH:15][C:16]([C:18]3[C:30]4[C:29]5[C:24](=[CH:25][CH:26]=[CH:27][CH:28]=5)[C:23](=[N:31]O)[C:22]=4[CH:21]=[CH:20][CH:19]=3)=[N:17][C:13]=2[CH:12]=1. (4) Given the product [CH3:26][NH:25][C:23]1[N:22]=[CH:21][N:20]=[C:19]([O:18][C:15]2[CH:16]=[CH:17][C:12]([NH:11][C:9]([NH:8][C:5]3[CH:6]=[CH:7][C:2]([C:36]4[CH:41]=[CH:40][CH:39]=[CH:38][N:37]=4)=[C:3]([C:27]([F:30])([F:29])[F:28])[CH:4]=3)=[O:10])=[CH:13][CH:14]=2)[CH:24]=1, predict the reactants needed to synthesize it. The reactants are: Br[C:2]1[CH:7]=[CH:6][C:5]([NH:8][C:9]([NH:11][C:12]2[CH:17]=[CH:16][C:15]([O:18][C:19]3[CH:24]=[C:23]([NH:25][CH3:26])[N:22]=[CH:21][N:20]=3)=[CH:14][CH:13]=2)=[O:10])=[CH:4][C:3]=1[C:27]([F:30])([F:29])[F:28].C([Sn](CCCC)(CCCC)[C:36]1[CH:41]=[CH:40][CH:39]=[CH:38][N:37]=1)CCC.